This data is from Full USPTO retrosynthesis dataset with 1.9M reactions from patents (1976-2016). The task is: Predict the reactants needed to synthesize the given product. (1) Given the product [CH:9]([N:6]1[C:5]2[CH:12]=[CH:13][C:2]([B:22]3[O:23][C:24]([CH3:26])([CH3:25])[C:20]([CH3:36])([CH3:19])[O:21]3)=[CH:3][C:4]=2[N:8]=[CH:7]1)([CH3:11])[CH3:10], predict the reactants needed to synthesize it. The reactants are: Br[C:2]1[CH:13]=[CH:12][C:5]2[N:6]([CH:9]([CH3:11])[CH3:10])[CH:7]=[N:8][C:4]=2[CH:3]=1.C([O-])(=O)C.[K+].[CH3:19][C:20]1([CH3:36])[C:24]([CH3:26])([CH3:25])[O:23][B:22]([B:22]2[O:23][C:24]([CH3:26])([CH3:25])[C:20]([CH3:36])([CH3:19])[O:21]2)[O:21]1. (2) Given the product [Cl:25][C:26]1[CH:31]=[CH:30][C:29]([O:32][CH3:33])=[CH:28][C:27]=1[C:5]1[C:4]([C:3]([OH:2])=[O:24])=[CH:9][C:8]([C:10]2[S:11][CH:12]=[C:13]([C:15]3[CH:20]=[CH:19][C:18]([Cl:21])=[C:17]([Cl:22])[CH:16]=3)[N:14]=2)=[CH:7][CH:6]=1, predict the reactants needed to synthesize it. The reactants are: C[O:2][C:3](=[O:24])[C:4]1[CH:9]=[C:8]([C:10]2[S:11][CH:12]=[C:13]([C:15]3[CH:20]=[CH:19][C:18]([Cl:21])=[C:17]([Cl:22])[CH:16]=3)[N:14]=2)[CH:7]=[CH:6][C:5]=1Br.[Cl:25][C:26]1[CH:31]=[CH:30][C:29]([O:32][CH3:33])=[CH:28][C:27]=1B(O)O. (3) Given the product [Cl:1][C:11]1[CH:10]=[CH:9][C:5]([C:6]([OH:51])=[O:49])=[CH:4][C:3]=1[N:2]=[N:21][C:37]1[CH:38]=[C:33]([C:26]([CH3:25])([CH3:32])[CH2:27][C:28]([CH3:29])([CH3:30])[CH3:31])[CH:34]=[C:35]([C:40]([CH3:41])([C:43]2[CH:44]=[CH:45][CH:46]=[CH:47][CH:48]=2)[CH3:42])[C:36]=1[OH:39], predict the reactants needed to synthesize it. The reactants are: [ClH:1].[NH2:2][C:3]1[C:4](Cl)=[C:5]([CH:9]=[CH:10][CH:11]=1)[C:6](O)=O.N([O-])=O.[Na+].N([O-])=O.S(=O)(=O)(O)[NH2:21].[CH3:25][C:26]([C:33]1[CH:38]=[CH:37][C:36]([OH:39])=[C:35]([C:40]([C:43]2[CH:48]=[CH:47][CH:46]=[CH:45][CH:44]=2)([CH3:42])[CH3:41])[CH:34]=1)([CH3:32])[CH2:27][C:28]([CH3:31])([CH3:30])[CH3:29].[OH-:49].[Ca+2].[OH-:51]. (4) Given the product [CH:1]1([CH2:7][NH:8][C:9]2[C:14]([NH2:15])=[CH:13][C:12]([NH:18][C:19]3[CH:24]=[CH:23][CH:22]=[CH:21][CH:20]=3)=[C:11]([N:25]3[CH2:30][CH2:29][N:28]([CH3:31])[CH2:27][CH2:26]3)[CH:10]=2)[CH2:6][CH2:5][CH2:4][CH2:3][CH2:2]1, predict the reactants needed to synthesize it. The reactants are: [CH:1]1([CH2:7][NH:8][C:9]2[C:14]([N+:15]([O-])=O)=[CH:13][C:12]([NH:18][C:19]3[CH:24]=[CH:23][CH:22]=[CH:21][CH:20]=3)=[C:11]([N:25]3[CH2:30][CH2:29][N:28]([CH3:31])[CH2:27][CH2:26]3)[CH:10]=2)[CH2:6][CH2:5][CH2:4][CH2:3][CH2:2]1.[H][H]. (5) Given the product [CH2:30]([O:37][C:38]1[N:53]=[C:52]([C:9]2[CH:17]=[CH:16][C:15]3[N:14]4[CH2:18][CH:19]([NH:21][C:22]([O:23][C:24]([CH3:26])([CH3:25])[CH3:27])=[O:28])[CH2:20][C:13]4=[CH:12][C:11]=3[CH:10]=2)[C:51]([CH3:55])=[C:50]([O:57][CH2:58][C:59]2[CH:64]=[CH:63][CH:62]=[CH:61][CH:60]=2)[C:39]=1[C:40]([O:42][CH2:43][C:44]1[CH:49]=[CH:48][CH:47]=[CH:46][CH:45]=1)=[O:41])[C:31]1[CH:36]=[CH:35][CH:34]=[CH:33][CH:32]=1, predict the reactants needed to synthesize it. The reactants are: CC1(C)C(C)(C)OB([C:9]2[CH:17]=[CH:16][C:15]3[N:14]4[CH2:18][CH:19]([NH:21][C:22](=[O:28])[O:23][C:24]([CH3:27])([CH3:26])[CH3:25])[CH2:20][C:13]4=[CH:12][C:11]=3[CH:10]=2)O1.[CH2:30]([O:37][C:38]1[N:53]=[C:52](Cl)[C:51]([CH2:55]C)=[C:50]([O:57][CH2:58][C:59]2[CH:64]=[CH:63][CH:62]=[CH:61][CH:60]=2)[C:39]=1[C:40]([O:42][CH2:43][C:44]1[CH:49]=[CH:48][CH:47]=[CH:46][CH:45]=1)=[O:41])[C:31]1[CH:36]=[CH:35][CH:34]=[CH:33][CH:32]=1.C(=O)([O-])[O-].[K+].[K+].F[B-](F)(F)F.C(P(C(C)(C)C)C(C)(C)C)(C)(C)C. (6) Given the product [CH2:27]([O:26][C:23]([C:24]1[CH:30]=[CH:29][C:6]2[C:1](=[CH:2][CH:3]=[C:4]([CH:17]3[CH2:16][C:15]4[CH:14]=[CH:13][CH:12]=[CH:11][C:10]=4[C:9]([CH3:22])([CH3:8])[CH2:18]3)[CH:5]=2)[CH:7]=1)=[O:25])[CH3:28], predict the reactants needed to synthesize it. The reactants are: [C:1]1([CH3:7])[CH:6]=[CH:5][CH:4]=[CH:3][CH:2]=1.[CH3:8][C:9]1([CH3:22])[CH2:18][CH2:17][CH2:16][C:15]2[CH:14]=[C:13](B(O)O)[CH:12]=[CH:11][C:10]1=2.[C:23]([O:26][CH2:27][CH3:28])(=[O:25])[CH3:24].[CH3:29][CH2:30]CCCC.